Dataset: Full USPTO retrosynthesis dataset with 1.9M reactions from patents (1976-2016). Task: Predict the reactants needed to synthesize the given product. Given the product [CH2:2]([C:3]1[CH:4]=[C:5]([CH:10]=[CH:11][CH:12]=1)[C:6]([O:8][CH3:9])=[O:7])[C:13]1[CH:18]=[CH:17][CH:16]=[CH:15][CH:14]=1, predict the reactants needed to synthesize it. The reactants are: Br[CH2:2][C:3]1[CH:4]=[C:5]([CH:10]=[CH:11][CH:12]=1)[C:6]([O:8][CH3:9])=[O:7].[C:13]1(B(O)O)[CH:18]=[CH:17][CH:16]=[CH:15][CH:14]=1.C(=O)([O-])[O-].[Na+].[Na+].